From a dataset of TCR-epitope binding with 47,182 pairs between 192 epitopes and 23,139 TCRs. Binary Classification. Given a T-cell receptor sequence (or CDR3 region) and an epitope sequence, predict whether binding occurs between them. (1) The epitope is DATYQRTRALVR. The TCR CDR3 sequence is CASSFHPGQGASYSNQPQHF. Result: 0 (the TCR does not bind to the epitope). (2) The epitope is NLVPMVATV. The TCR CDR3 sequence is CASSEGGRVADTQYF. Result: 1 (the TCR binds to the epitope). (3) The epitope is KLNVGDYFV. The TCR CDR3 sequence is CSGWTSGADTQYF. Result: 1 (the TCR binds to the epitope). (4) The epitope is FPPTSFGPL. The TCR CDR3 sequence is CASSPPTPTSGRQETQYF. Result: 1 (the TCR binds to the epitope). (5) The epitope is TSDLATNNLVVMAY. The TCR CDR3 sequence is CASSLTGSGEQYF. Result: 0 (the TCR does not bind to the epitope). (6) The epitope is KLGGALQAK. The TCR CDR3 sequence is CASSLQQGRKAFF. Result: 1 (the TCR binds to the epitope). (7) The epitope is FRYMNSQGL. The TCR CDR3 sequence is CASRWTSGNTQYF. Result: 0 (the TCR does not bind to the epitope).